This data is from Catalyst prediction with 721,799 reactions and 888 catalyst types from USPTO. The task is: Predict which catalyst facilitates the given reaction. (1) Reactant: Br[CH2:2][CH:3]1[O:8][C:7]2[CH:9]=[C:10]([S:14]([CH3:17])(=[O:16])=[O:15])[CH:11]=[C:12]([F:13])[C:6]=2[CH2:5][O:4]1.[CH3:18][NH:19][CH3:20]. Product: [F:13][C:12]1[C:6]2[CH2:5][O:4][CH:3]([CH2:2][N:19]([CH3:20])[CH3:18])[O:8][C:7]=2[CH:9]=[C:10]([S:14]([CH3:17])(=[O:16])=[O:15])[CH:11]=1. The catalyst class is: 14. (2) Reactant: Br[C:2]1[CH:3]=[CH:4][C:5]2[C:15]3[N:14]=[CH:13][CH:12]=[CH:11][C:10]=3[CH2:9][O:8][C:6]=2[CH:7]=1.[OH:16][CH2:17][C@H:18]([N:23]1[C:31](=[O:32])[C:30]2[C:25](=[CH:26][CH:27]=[CH:28][CH:29]=2)[C:24]1=[O:33])[CH2:19][CH:20]([CH3:22])[CH3:21].C(P(C(C)(C)C)C1N(C2C(C3C=CC=CC=3)=NN(C3C=CC=CC=3)C=2C2C=CC=CC=2)N=CC=1)(C)(C)C.C([O-])([O-])=O.[Cs+].[Cs+]. Product: [CH:12]1[CH:13]=[N:14][CH:15]=[C:10]2[CH2:9][O:8][C:6]3[CH:5]=[C:4]([O:16][CH2:17][C@H:18]([N:23]4[C:24](=[O:33])[C:25]5[C:30](=[CH:29][CH:28]=[CH:27][CH:26]=5)[C:31]4=[O:32])[CH2:19][CH:20]([CH3:22])[CH3:21])[CH:3]=[CH:2][C:7]=3[C:11]=12. The catalyst class is: 222. (3) Reactant: [Li][CH2:2]CCC.[Br:6][C:7]1[CH:12]=[CH:11][C:10]([C:13](=O)[C:14]([F:17])([F:16])[F:15])=[CH:9][CH:8]=1.[Cl-].[NH4+]. The catalyst class is: 307. Product: [Br:6][C:7]1[CH:12]=[CH:11][C:10]([C:13]([C:14]([F:17])([F:16])[F:15])=[CH2:2])=[CH:9][CH:8]=1.